Dataset: Peptide-MHC class I binding affinity with 185,985 pairs from IEDB/IMGT. Task: Regression. Given a peptide amino acid sequence and an MHC pseudo amino acid sequence, predict their binding affinity value. This is MHC class I binding data. (1) The peptide sequence is FANNEFTLV. The binding affinity (normalized) is 0.980. The MHC is HLA-A02:06 with pseudo-sequence HLA-A02:06. (2) The peptide sequence is RVRGAVTGM. The MHC is HLA-A02:06 with pseudo-sequence HLA-A02:06. The binding affinity (normalized) is 0.528. (3) The peptide sequence is GPATAQMAL. The MHC is HLA-B58:01 with pseudo-sequence HLA-B58:01. The binding affinity (normalized) is 0.0847.